This data is from Retrosynthesis with 50K atom-mapped reactions and 10 reaction types from USPTO. The task is: Predict the reactants needed to synthesize the given product. (1) Given the product COC(=O)CN(C(=O)Oc1cccc(OC)c1)[C@@H](C)c1ccc(O)cc1, predict the reactants needed to synthesize it. The reactants are: COC(=O)CN(C(=O)Oc1cccc(OC)c1)[C@@H](C)c1ccc(O[Si](C)(C)C(C)(C)C)cc1. (2) Given the product C#Cc1cccc(C(F)(F)F)c1, predict the reactants needed to synthesize it. The reactants are: C[Si](C)(C)C#Cc1cccc(C(F)(F)F)c1.